Task: Regression. Given a peptide amino acid sequence and an MHC pseudo amino acid sequence, predict their binding affinity value. This is MHC class I binding data.. Dataset: Peptide-MHC class I binding affinity with 185,985 pairs from IEDB/IMGT (1) The peptide sequence is KLLPVHYYM. The MHC is HLA-A02:03 with pseudo-sequence HLA-A02:03. The binding affinity (normalized) is 0.0847. (2) The peptide sequence is ILSVSSFLFV. The MHC is HLA-A68:02 with pseudo-sequence HLA-A68:02. The binding affinity (normalized) is 0.293. (3) The peptide sequence is RPPRRGDKF. The MHC is HLA-A30:01 with pseudo-sequence HLA-A30:01. The binding affinity (normalized) is 0.0847. (4) The peptide sequence is IYAYADDYW. The MHC is HLA-A23:01 with pseudo-sequence HLA-A23:01. The binding affinity (normalized) is 1.00. (5) The peptide sequence is GHHTNFESF. The MHC is HLA-A23:01 with pseudo-sequence HLA-A23:01. The binding affinity (normalized) is 0.160.